From a dataset of Catalyst prediction with 721,799 reactions and 888 catalyst types from USPTO. Predict which catalyst facilitates the given reaction. (1) Reactant: C(=O)([O-])[O-].[K+].[K+].Br[CH2:8][CH2:9][CH2:10][N:11]1[C:15](=[O:16])[C:14]2=[CH:17][CH:18]=[CH:19][CH:20]=[C:13]2[C:12]1=[O:21].CN(C=O)C.[CH2:27]([N:29]1[C:35](=[O:36])[C:34]([CH3:38])([CH3:37])[C:33](=[O:39])[N:32]([CH3:40])[C:31]2[CH:41]=[C:42]([OH:45])[CH:43]=[CH:44][C:30]1=2)[CH3:28]. Product: [O:21]=[C:12]1[C:13]2[C:14](=[CH:17][CH:18]=[CH:19][CH:20]=2)[C:15](=[O:16])[N:11]1[CH2:10][CH2:9][CH2:8][O:45][C:42]1[CH:43]=[CH:44][C:30]2[N:29]([CH2:27][CH3:28])[C:35](=[O:36])[C:34]([CH3:37])([CH3:38])[C:33](=[O:39])[N:32]([CH3:40])[C:31]=2[CH:41]=1. The catalyst class is: 84. (2) Reactant: C([O:3][C:4](=[O:35])[C:5]([O:8][C:9]1[CH:10]=[C:11]2[C:16](=[CH:17][C:18]=1[CH3:19])[O:15][C@:14]1([CH2:28][C:27]([CH3:30])([CH3:29])[C:26]3[C:21](=[CH:22][C:23]([CH3:32])=[C:24]([OH:31])[CH:25]=3)[O:20]1)[CH2:13][C:12]2([CH3:34])[CH3:33])([CH3:7])[CH3:6])C.[OH-].[Na+]. Product: [OH:31][C:24]1[CH:25]=[C:26]2[C:21](=[CH:22][C:23]=1[CH3:32])[O:20][C@:14]1([CH2:13][C:12]([CH3:33])([CH3:34])[C:11]3[C:16](=[CH:17][C:18]([CH3:19])=[C:9]([O:8][C:5]([CH3:6])([CH3:7])[C:4]([OH:35])=[O:3])[CH:10]=3)[O:15]1)[CH2:28][C:27]2([CH3:30])[CH3:29]. The catalyst class is: 636. (3) Reactant: Cl[C:2]1[C:7]([C:8]([O:10][CH3:11])=[O:9])=[CH:6][N:5]=[C:4]([Cl:12])[C:3]=1[N+:13]([O-:15])=[O:14].[CH2:16]([C:18]1[C:24]([CH2:25][OH:26])=[CH:23][CH:22]=[CH:21][C:19]=1[NH2:20])[CH3:17].C(N(C(C)C)C(C)C)C.O. Product: [Cl:12][C:4]1[C:3]([N+:13]([O-:15])=[O:14])=[C:2]([NH:20][C:19]2[CH:21]=[CH:22][CH:23]=[C:24]([CH2:25][OH:26])[C:18]=2[CH2:16][CH3:17])[C:7]([C:8]([O:10][CH3:11])=[O:9])=[CH:6][N:5]=1. The catalyst class is: 413. (4) Reactant: [C:1]([O:5][C:6]([NH:8][CH2:9][C:10]1[C:11]([CH2:35][CH:36]([CH3:38])[CH3:37])=[N:12][C:13]([CH3:34])=[C:14]([C:26]=1[C:27]1[CH:32]=[CH:31][C:30]([CH3:33])=[CH:29][CH:28]=1)[C:15]([O:17][CH2:18][CH2:19][CH2:20][C:21]([O:23]CC)=[O:22])=[O:16])=[O:7])([CH3:4])([CH3:3])[CH3:2].[OH-].[Na+].Cl. Product: [C:1]([O:5][C:6]([NH:8][CH2:9][C:10]1[C:26]([C:27]2[CH:32]=[CH:31][C:30]([CH3:33])=[CH:29][CH:28]=2)=[C:14]([C:15]([O:17][CH2:18][CH2:19][CH2:20][C:21]([OH:23])=[O:22])=[O:16])[C:13]([CH3:34])=[N:12][C:11]=1[CH2:35][CH:36]([CH3:37])[CH3:38])=[O:7])([CH3:2])([CH3:3])[CH3:4]. The catalyst class is: 8. (5) Reactant: [F:1][C:2]1[CH:7]=[C:6]([F:8])[CH:5]=[CH:4][C:3]=1[C:9](=O)[CH2:10][C:11]1[CH:12]=[CH:13][C:14]2[N:15]([C:17]([CH:20]([CH3:22])[CH3:21])=[N:18][N:19]=2)[N:16]=1.Cl.[Cl:25][C:26]1[CH:31]=[CH:30][CH:29]=[C:28]([Cl:32])[C:27]=1[NH:33][NH2:34].[CH3:35]OC(OC)N(C)C.O. Product: [Cl:25][C:26]1[CH:31]=[CH:30][CH:29]=[C:28]([Cl:32])[C:27]=1[N:33]1[CH:35]=[C:10]([C:11]2[CH:12]=[CH:13][C:14]3[N:15]([C:17]([CH:20]([CH3:22])[CH3:21])=[N:18][N:19]=3)[N:16]=2)[C:9]([C:3]2[CH:4]=[CH:5][C:6]([F:8])=[CH:7][C:2]=2[F:1])=[N:34]1. The catalyst class is: 14. (6) Reactant: [CH3:1][N:2]1[C:10]2[CH:9]=[CH:8][CH:7]=[CH:6][C:5]=2[C:4]2[CH2:11][CH2:12][C:13]3([CH2:18][CH2:17][NH:16][CH2:15][CH2:14]3)[C:3]1=2.Cl[CH2:20][C:21]1[CH:22]=[C:23]([O:27][CH3:28])[CH:24]=[CH:25][CH:26]=1.[Cl-].[Na+]. Product: [CH3:28][O:27][C:23]1[CH:22]=[C:21]([CH2:20][N:16]2[CH2:17][CH2:18][C:13]3([C:3]4[N:2]([CH3:1])[C:10]5[CH:9]=[CH:8][CH:7]=[CH:6][C:5]=5[C:4]=4[CH2:11][CH2:12]3)[CH2:14][CH2:15]2)[CH:26]=[CH:25][CH:24]=1. The catalyst class is: 66. (7) Reactant: [N+:1]([O-:4])([O-:3])=[O:2].[K+].[NH2:6][CH2:7][C:8]([OH:10])=[O:9]. Product: [NH2:6][CH2:7][C:8]([OH:10])=[O:9].[N+:1]([O-:4])([O-:3])=[O:2]. The catalyst class is: 6. (8) Reactant: [OH:1][CH:2]1[CH2:7][CH2:6][N:5]([C:8]2[N:13]=[N:12][C:11]([C:14]3[CH:15]=[N:16][CH:17]=[C:18]([CH:24]=3)[C:19]([O:21][CH2:22][CH3:23])=[O:20])=[CH:10][CH:9]=2)[CH2:4][CH2:3]1.[Br:25][C:26]1[CH:31]=[CH:30][CH:29]=[CH:28][C:27]=1O.N(C(OCC)=O)=NC(OCC)=O.C1(P(C2C=CC=CC=2)C2C=CC=CC=2)C=CC=CC=1. Product: [Br:25][C:26]1[CH:31]=[CH:30][CH:29]=[CH:28][C:27]=1[O:1][CH:2]1[CH2:7][CH2:6][N:5]([C:8]2[N:13]=[N:12][C:11]([C:14]3[CH:15]=[N:16][CH:17]=[C:18]([CH:24]=3)[C:19]([O:21][CH2:22][CH3:23])=[O:20])=[CH:10][CH:9]=2)[CH2:4][CH2:3]1. The catalyst class is: 1. (9) Reactant: [Cl:1][C:2]1[CH:9]=[CH:8][C:5]([CH2:6][NH2:7])=[CH:4][CH:3]=1.[Br:10][C:11]1[CH:16]=[CH:15][CH:14]=[C:13](Br)[N:12]=1. Product: [Br:10][C:11]1[N:12]=[C:13]([NH:7][CH2:6][C:5]2[CH:8]=[CH:9][C:2]([Cl:1])=[CH:3][CH:4]=2)[CH:14]=[CH:15][CH:16]=1. The catalyst class is: 27. (10) Reactant: [CH2:1]([O:3][C:4](=[O:19])[CH2:5][O:6][C:7]1[CH:12]=[C:11]([CH3:13])[C:10]([O:14][CH3:15])=[CH:9][C:8]=1[CH:16]([CH3:18])[CH3:17])[CH3:2].[H-].[Na+].[CH:22]([O:24][CH2:25]C)=O.IC. Product: [CH2:1]([O:3][C:4](=[O:19])[C:5]([O:6][C:7]1[CH:12]=[C:11]([CH3:13])[C:10]([O:14][CH3:15])=[CH:9][C:8]=1[CH:16]([CH3:18])[CH3:17])=[CH:22][O:24][CH3:25])[CH3:2]. The catalyst class is: 57.